This data is from Full USPTO retrosynthesis dataset with 1.9M reactions from patents (1976-2016). The task is: Predict the reactants needed to synthesize the given product. (1) The reactants are: [CH2:1]([P:3]([C:10]([C:12]1[CH:17]=[CH:16][CH:15]=[CH:14][CH:13]=1)=[CH2:11])(=[O:9])[O:4][CH2:5][CH2:6][CH2:7][CH3:8])[CH3:2].P(OC1C=CC=CC=1)(OC1C=CC=CC=1)OC1C=CC=CC=1.C1(B(C2C=CC=CC=2)C2C=CC=CC=2)C=CC=CC=1.[CH:59]#[N:60]. Given the product [CH2:1]([P:3]([CH:10]([C:12]1[CH:13]=[CH:14][CH:15]=[CH:16][CH:17]=1)[CH2:11][C:59]#[N:60])(=[O:9])[O:4][CH2:5][CH2:6][CH2:7][CH3:8])[CH3:2], predict the reactants needed to synthesize it. (2) Given the product [C:31]([O:30][C:29](=[O:35])[NH:28][C:24]1([C:21]2[CH:20]=[CH:19][C:18]([C:43]3[C:48](=[O:49])[C:47]4[C:46](=[C:53]5[C:52](=[CH:51][CH:50]=4)[NH:57][C:56](=[O:58])[CH2:55][O:54]5)[O:45][C:44]=3[C:59]3[CH:60]=[CH:61][CH:62]=[CH:63][CH:64]=3)=[CH:23][CH:22]=2)[CH2:25][CH2:26][CH2:27]1)([CH3:34])([CH3:32])[CH3:33], predict the reactants needed to synthesize it. The reactants are: C(CN1C2C(=CC=C3C(=O)C([C:18]4[CH:23]=[CH:22][C:21]([C:24]5([NH:28][C:29](=[O:35])[O:30][C:31]([CH3:34])([CH3:33])[CH3:32])[CH2:27][CH2:26][CH2:25]5)=[CH:20][CH:19]=4)=C(C4C=CC=CC=4)OC3=2)C=N1)#N.I[C:43]1[C:48](=[O:49])[C:47]2[CH:50]=[CH:51][C:52]3[NH:57][C:56](=[O:58])[CH2:55][O:54][C:53]=3[C:46]=2[O:45][C:44]=1[C:59]1[CH:64]=[CH:63][CH:62]=[CH:61][CH:60]=1.CC1(C)C(C)(C)OB(C2C=CC(C3(NC(=O)OC(C)(C)C)CCC3)=CC=2)O1. (3) Given the product [Cl:11][CH2:12][C:13]([C:3]1[CH:4]=[CH:5][C:6]([F:8])=[CH:7][C:2]=1[F:1])([OH:23])[CH:14]([O:16][C:17](=[O:22])[C:18]([CH3:20])([CH3:19])[CH3:21])[CH3:15], predict the reactants needed to synthesize it. The reactants are: [F:1][C:2]1[CH:7]=[C:6]([F:8])[CH:5]=[CH:4][C:3]=1[Mg]Br.[Cl:11][CH2:12][C:13](=[O:23])[C@H:14]([O:16][C:17](=[O:22])[C:18]([CH3:21])([CH3:20])[CH3:19])[CH3:15].[Cl-].[NH4+].O. (4) The reactants are: Cl[C:2]1[C:11]2[C:6](=[CH:7][C:8]([O:13]C)=[C:9]([F:12])[CH:10]=2)[CH:5]=[C:4]([NH:15][C:16]2[CH:20]=[C:19]([CH3:21])[NH:18][N:17]=2)[N:3]=1.[BrH:22]. Given the product [Br:22][C:2]1[C:11]2[C:6](=[CH:7][C:8]([OH:13])=[C:9]([F:12])[CH:10]=2)[CH:5]=[C:4]([NH:15][C:16]2[CH:20]=[C:19]([CH3:21])[NH:18][N:17]=2)[N:3]=1, predict the reactants needed to synthesize it. (5) Given the product [OH:1][C:2]1[C:10]2[C@:9]3([CH3:28])[C:11](=[O:27])[C:12](/[C:16](=[N:17]/[O:18][CH2:19][C:20](=[O:21])[CH3:25])/[CH3:26])=[C:13]([OH:15])[CH:14]=[C:8]3[O:7][C:6]=2[C:5]([C:29]([NH:31][CH2:32][C:33]2[C:42]3[C:37](=[CH:38][CH:39]=[CH:40][CH:41]=3)[CH:36]=[CH:35][C:34]=2[CH3:43])=[O:30])=[C:4]([O:44][CH3:45])[CH:3]=1, predict the reactants needed to synthesize it. The reactants are: [OH:1][C:2]1[C:10]2[C@:9]3([CH3:28])[C:11](=[O:27])[C:12](/[C:16](/[CH3:26])=[N:17]/[O:18][CH2:19][C:20](=[CH2:25])[O:21]COC)=[C:13]([OH:15])[CH:14]=[C:8]3[O:7][C:6]=2[C:5]([C:29]([NH:31][CH2:32][C:33]2[C:42]3[C:37](=[CH:38][CH:39]=[CH:40][CH:41]=3)[CH:36]=[CH:35][C:34]=2[CH3:43])=[O:30])=[C:4]([O:44][CH3:45])[CH:3]=1.S(=O)(=O)(O)O. (6) Given the product [C:1]([O:4][CH2:5][C:6]1[C:11]([N:12]2[CH2:24][CH2:23][N:15]3[C:16]4[CH2:17][CH2:18][CH2:19][CH2:20][C:21]=4[CH:22]=[C:14]3[C:13]2=[O:25])=[CH:10][C:9]([F:26])=[CH:8][C:7]=1[C:37]1[N:38]=[C:39]([NH:45][C:46]2[CH:47]=[C:48]3[C:53](=[CH:54][CH:55]=2)[CH2:52][N:51]([CH3:56])[CH2:50][CH2:49]3)[C:40](=[O:44])[N:41]([CH3:43])[CH:42]=1)(=[O:3])[CH3:2], predict the reactants needed to synthesize it. The reactants are: [C:1]([O:4][CH2:5][C:6]1[C:11]([N:12]2[CH2:24][CH2:23][N:15]3[C:16]4[CH2:17][CH2:18][CH2:19][CH2:20][C:21]=4[CH:22]=[C:14]3[C:13]2=[O:25])=[CH:10][C:9]([F:26])=[CH:8][C:7]=1B1OC(C)(C)C(C)(C)O1)(=[O:3])[CH3:2].Br[C:37]1[N:38]=[C:39]([NH:45][C:46]2[CH:47]=[C:48]3[C:53](=[CH:54][CH:55]=2)[CH2:52][N:51]([CH3:56])[CH2:50][CH2:49]3)[C:40](=[O:44])[N:41]([CH3:43])[CH:42]=1. (7) Given the product [F:27][C:28]1[CH:29]=[CH:30][C:31]([N:34]2[C:11]([C:12]([F:13])([F:14])[F:15])=[C:5]([C:6]([O:8][CH2:9][CH3:10])=[O:7])[CH:4]=[N:35]2)=[N:32][CH:33]=1, predict the reactants needed to synthesize it. The reactants are: C(O/[CH:4]=[C:5](\[C:11](=O)[C:12]([F:15])([F:14])[F:13])/[C:6]([O:8][CH2:9][CH3:10])=[O:7])C.C(N(C(C)C)CC)(C)C.F.[F:27][C:28]1[CH:29]=[CH:30][C:31]([NH:34][NH2:35])=[N:32][CH:33]=1. (8) Given the product [CH3:1][C@H:2]([O:5][C:9]1[CH:10]=[CH:11][C:12]2[CH2:13][N:14]([C:20]([O:22][C:23]([CH3:26])([CH3:25])[CH3:24])=[O:21])[CH2:15][CH2:16][O:17][C:18]=2[N:19]=1)[CH2:3][CH3:4], predict the reactants needed to synthesize it. The reactants are: [CH3:1][C@H:2]([OH:5])[CH2:3][CH3:4].[H-].[Na+].Cl[C:9]1[CH:10]=[CH:11][C:12]2[CH2:13][N:14]([C:20]([O:22][C:23]([CH3:26])([CH3:25])[CH3:24])=[O:21])[CH2:15][CH2:16][O:17][C:18]=2[N:19]=1.O.